Predict the reactants needed to synthesize the given product. From a dataset of Full USPTO retrosynthesis dataset with 1.9M reactions from patents (1976-2016). Given the product [CH3:31][C:30]1[CH:29]=[C:28]2[C:24](=[CH:23][C:22]=1[CH3:21])[CH:25]([Si:7]([CH3:17])([CH3:18])[CH:8]1[C:12]([CH3:13])=[C:11]([CH3:14])[C:10]([CH3:15])=[C:9]1[CH3:16])[CH:26]=[C:27]2[C:32]1[CH:37]=[CH:36][CH:35]=[CH:34][CH:33]=1, predict the reactants needed to synthesize it. The reactants are: FC(F)(F)S(O[Si:7]([CH3:18])([CH3:17])[CH:8]1[C:12]([CH3:13])=[C:11]([CH3:14])[C:10]([CH3:15])=[C:9]1[CH3:16])(=O)=O.[CH3:21][C:22]1[CH:23]=[C:24]2[C:28](=[CH:29][C:30]=1[CH3:31])[C-:27]([C:32]1[CH:37]=[CH:36][CH:35]=[CH:34][CH:33]=1)[CH:26]=[CH:25]2.[Li+].